Dataset: Reaction yield outcomes from USPTO patents with 853,638 reactions. Task: Predict the reaction yield, written as a fraction of the theoretical maximum amount of product (1.0 means a 100% yield; for example, 0.34 means a 34% yield). The reactants are C[N:2]([CH:4]=[C:5]1[CH2:11][CH2:10][CH2:9][C:8]2[CH:12]=[C:13]([N:16]3[CH2:20][C@H:19]([CH2:21][N:22]4[CH:27]=[CH:26][CH:25]=[CH:24][C:23]4=[O:28])[O:18][C:17]3=[O:29])[CH:14]=[CH:15][C:7]=2[C:6]1=O)C.O.[NH2:32]N. The catalyst is C(O)C.ClCCl. The product is [O:29]=[C:17]1[N:16]([C:13]2[CH:14]=[CH:15][C:7]3[C:6]4[NH:32][N:2]=[CH:4][C:5]=4[CH2:11][CH2:10][CH2:9][C:8]=3[CH:12]=2)[CH2:20][C@H:19]([CH2:21][N:22]2[CH:27]=[CH:26][CH:25]=[CH:24][C:23]2=[O:28])[O:18]1. The yield is 0.320.